This data is from Forward reaction prediction with 1.9M reactions from USPTO patents (1976-2016). The task is: Predict the product of the given reaction. (1) Given the reactants [CH2:1]([C:3]1[CH:8]=[C:7]([CH3:9])[CH:6]=[C:5]([CH2:10][CH3:11])[C:4]=1[C:12]1[C:13](=[O:31])[N:14]([CH3:30])[N:15]=[C:16]([CH2:28][OH:29])[C:17]=1S(C1C=CC(C)=CC=1)(=O)=O)[CH3:2].[OH-:32].[Na+].Cl, predict the reaction product. The product is: [CH2:1]([C:3]1[CH:8]=[C:7]([CH3:9])[CH:6]=[C:5]([CH2:10][CH3:11])[C:4]=1[C:12]1[C:13](=[O:31])[N:14]([CH3:30])[N:15]=[C:16]([CH2:28][OH:29])[C:17]=1[OH:32])[CH3:2]. (2) Given the reactants C([N:8](CC1C=CC=CC=1)[C:9]1[CH:10]=[C:11]([N:20]2[CH2:25][CH2:24][N:23]([C:26]([C:28]3[CH:33]=[CH:32][CH:31]=[CH:30][CH:29]=3)=[O:27])[CH2:22][CH2:21]2)[CH:12]=[CH:13][C:14]=1[N:15]1[CH:19]=[N:18][N:17]=[N:16]1)C1C=CC=CC=1, predict the reaction product. The product is: [NH2:8][C:9]1[CH:10]=[C:11]([N:20]2[CH2:25][CH2:24][N:23]([C:26]([C:28]3[CH:29]=[CH:30][CH:31]=[CH:32][CH:33]=3)=[O:27])[CH2:22][CH2:21]2)[CH:12]=[CH:13][C:14]=1[N:15]1[CH:19]=[N:18][N:17]=[N:16]1.